Dataset: Catalyst prediction with 721,799 reactions and 888 catalyst types from USPTO. Task: Predict which catalyst facilitates the given reaction. (1) Product: [Br:17][C:14]1[S:13][C:12]([C:4]2[CH:5]=[CH:6][C:7]([O:8][CH:9]([CH3:11])[CH3:10])=[C:2]([Cl:1])[CH:3]=2)=[N:16][CH:15]=1. The catalyst class is: 22. Reactant: [Cl:1][C:2]1[CH:3]=[C:4]([C:12]2[S:13][CH:14]=[CH:15][N:16]=2)[CH:5]=[CH:6][C:7]=1[O:8][CH:9]([CH3:11])[CH3:10].[Br:17]Br. (2) Reactant: COC1C=C(OC)C=CC=1C[O:6][N:7]1[C:12](=[O:13])[C:11]2[O:14][C:15]3[CH:20]=[CH:19][CH:18]=[CH:17][C:16]=3[C:10]=2[NH:9][C:8]1=[O:21].[CH2:28](Br)[C:29]#[CH:30]. Product: [OH:6][N:7]1[C:12](=[O:13])[C:11]2[O:14][C:15]3[CH:20]=[CH:19][CH:18]=[CH:17][C:16]=3[C:10]=2[N:9]([CH2:30][C:29]#[CH:28])[C:8]1=[O:21]. The catalyst class is: 11.